Dataset: Experimentally validated miRNA-target interactions with 360,000+ pairs, plus equal number of negative samples. Task: Binary Classification. Given a miRNA mature sequence and a target amino acid sequence, predict their likelihood of interaction. The miRNA is rno-miR-221-5p with sequence ACCUGGCAUACAAUGUAGAUUUC. The protein sequence of the target gene is MSTIGSFEGFQAVSLKQEGDDQPSETDHLSMEEEDPMPRQISRQSSVTESTLYPNPYHQPYISRKYFATRPGAIETAMEDLKGHVAETSGETIQGFWLLTKIDHWNNEKERILLVTDKTLLICKYDFIMLSCVQLQRIPLSAVYRICLGKFTFPGMSLDKRQGEGLRIYWGSPEEQSLLSRWNPWSTEVPYATFTEHPMKYTSEKFLEICKLSGFMSKLVPAIQNAHKNSTGSGRGKKLMVLTEPILIETYTGLMSFIGNRNKLGYSLARGSIGF. Result: 0 (no interaction).